This data is from Peptide-MHC class II binding affinity with 134,281 pairs from IEDB. The task is: Regression. Given a peptide amino acid sequence and an MHC pseudo amino acid sequence, predict their binding affinity value. This is MHC class II binding data. (1) The peptide sequence is LCSDKQPCNGVTMND. The MHC is HLA-DPA10103-DPB10401 with pseudo-sequence HLA-DPA10103-DPB10401. The binding affinity (normalized) is 0. (2) The peptide sequence is PWRYSVNANVSPELK. The MHC is DRB1_0701 with pseudo-sequence DRB1_0701. The binding affinity (normalized) is 0.716. (3) The peptide sequence is GELQIVDKHDAAFKI. The MHC is DRB4_0101 with pseudo-sequence DRB4_0103. The binding affinity (normalized) is 0.628. (4) The peptide sequence is GESQIVDKIDAAFKI. The MHC is DRB1_0101 with pseudo-sequence DRB1_0101. The binding affinity (normalized) is 0.581. (5) The peptide sequence is EYRSTVNPWASQLG. The MHC is DRB1_1302 with pseudo-sequence DRB1_1302. The binding affinity (normalized) is 0.442. (6) The peptide sequence is TGKKITAHLKRLWKM. The MHC is HLA-DQA10201-DQB10303 with pseudo-sequence HLA-DQA10201-DQB10303. The binding affinity (normalized) is 0.253. (7) The peptide sequence is DPIYKRKVLELAAAL. The MHC is HLA-DPA10201-DPB10501 with pseudo-sequence HLA-DPA10201-DPB10501. The binding affinity (normalized) is 0.343. (8) The peptide sequence is LQGLRYFIMAYVNQA. The MHC is H-2-IAb with pseudo-sequence H-2-IAb. The binding affinity (normalized) is 0.214. (9) The peptide sequence is FFFLFNILTGKKITA. The MHC is HLA-DQA10201-DQB10301 with pseudo-sequence HLA-DQA10201-DQB10301. The binding affinity (normalized) is 0.532. (10) The peptide sequence is ISTNIRQAGVQYSR. The MHC is DRB1_0802 with pseudo-sequence DRB1_0802. The binding affinity (normalized) is 0.379.